Dataset: Forward reaction prediction with 1.9M reactions from USPTO patents (1976-2016). Task: Predict the product of the given reaction. (1) Given the reactants [CH2:1]([O:3][C:4](=[O:28])[C:5]1[CH:10]=[CH:9][C:8]([N:11]2[C:19]3[C:14](=[CH:15][C:16]([F:21])=[C:17]([F:20])[CH:18]=3)[C:13]([C:22]#[N:23])=[CH:12]2)=[CH:7][C:6]=1[O:24]COC)[CH3:2].O1CCCC1.Cl, predict the reaction product. The product is: [CH2:1]([O:3][C:4](=[O:28])[C:5]1[CH:10]=[CH:9][C:8]([N:11]2[C:19]3[C:14](=[CH:15][C:16]([F:21])=[C:17]([F:20])[CH:18]=3)[C:13]([C:22]#[N:23])=[CH:12]2)=[CH:7][C:6]=1[OH:24])[CH3:2]. (2) Given the reactants [NH:1]1[C:9]2[C:4](=[CH:5][C:6]([NH:10][C:11]3[CH:20]=[CH:19][C:18]([CH:21]4[CH2:23][CH2:22]4)=[CH:17][C:12]=3[C:13]([O:15][CH3:16])=[O:14])=[CH:7][CH:8]=2)[CH:3]=[CH:2]1.CC(C)([O-])C.[K+].[I:30][C:31]1[CH:38]=[CH:37][C:34]([CH2:35]Br)=[CH:33][CH:32]=1.C(OCC)(=O)C, predict the reaction product. The product is: [CH:21]1([C:18]2[CH:19]=[CH:20][C:11]([NH:10][C:6]3[CH:5]=[C:4]4[C:9](=[CH:8][CH:7]=3)[N:1]([CH2:35][C:34]3[CH:37]=[CH:38][C:31]([I:30])=[CH:32][CH:33]=3)[CH:2]=[CH:3]4)=[C:12]([CH:17]=2)[C:13]([O:15][CH3:16])=[O:14])[CH2:23][CH2:22]1. (3) Given the reactants O1CC[O:3][CH:2]1[C:6]1[CH:7]=[CH:8][C:9]([C:12]2[S:20][C:19]3[C:14](=[N:15][CH:16]=[CH:17][C:18]=3[O:21][C:22]3[CH:28]=[CH:27][C:25]([NH2:26])=[CH:24][C:23]=3[F:29])[CH:13]=2)=[N:10][CH:11]=1.[F:30][C:31]1[CH:36]=[CH:35][C:34]([N:37]([CH3:44])[C:38](=[O:43])[CH2:39][C:40](O)=[O:41])=[CH:33][CH:32]=1, predict the reaction product. The product is: [F:29][C:23]1[CH:24]=[C:25]([NH:26][C:40](=[O:41])[CH2:39][C:38]([N:37]([C:34]2[CH:35]=[CH:36][C:31]([F:30])=[CH:32][CH:33]=2)[CH3:44])=[O:43])[CH:27]=[CH:28][C:22]=1[O:21][C:18]1[CH:17]=[CH:16][N:15]=[C:14]2[CH:13]=[C:12]([C:9]3[CH:8]=[CH:7][C:6]([CH:2]=[O:3])=[CH:11][N:10]=3)[S:20][C:19]=12. (4) Given the reactants Br[CH2:2][C:3](=O)[CH2:4][C:5]1[CH:10]=[CH:9][C:8]([CH2:11][CH2:12][C:13]2[N:14]=[C:15]([NH:18][C:19](=[O:21])[CH3:20])[S:16][CH:17]=2)=[CH:7][CH:6]=1.[NH2:23][C:24]([NH2:26])=[S:25], predict the reaction product. The product is: [NH2:26][C:24]1[S:25][CH:2]=[C:3]([CH2:4][C:5]2[CH:10]=[CH:9][C:8]([CH2:11][CH2:12][C:13]3[N:14]=[C:15]([NH:18][C:19](=[O:21])[CH3:20])[S:16][CH:17]=3)=[CH:7][CH:6]=2)[N:23]=1. (5) The product is: [CH3:27][N:28]([CH3:38])[C:29]1[N:34]=[CH:33][C:32]([C:2]2[CH:3]=[C:4]([C:14]([NH:16][CH2:17][C:18]3[C:19](=[O:26])[NH:20][C:21]([CH3:25])=[CH:22][C:23]=3[CH3:24])=[O:15])[C:5]3[CH:6]=[N:7][N:8]([CH:11]([CH3:13])[CH3:12])[C:9]=3[CH:10]=2)=[CH:31][CH:30]=1. Given the reactants Br[C:2]1[CH:3]=[C:4]([C:14]([NH:16][CH2:17][C:18]2[C:19](=[O:26])[NH:20][C:21]([CH3:25])=[CH:22][C:23]=2[CH3:24])=[O:15])[C:5]2[CH:6]=[N:7][N:8]([CH:11]([CH3:13])[CH3:12])[C:9]=2[CH:10]=1.[CH3:27][N:28]([CH3:38])[C:29]1[N:34]=[CH:33][C:32](B(O)O)=[CH:31][CH:30]=1, predict the reaction product.